From a dataset of Forward reaction prediction with 1.9M reactions from USPTO patents (1976-2016). Predict the product of the given reaction. Given the reactants [O:1]1[C:5]2[CH:6]=[CH:7][C:8](B(O)O)=[CH:9][C:4]=2[CH2:3][CH2:2]1.[C:13]([O:17][C:18]([N:20]1[CH2:25][CH2:24][CH:23]([C:26](SC2C=CC=CC=2)=[O:27])[CH2:22][CH2:21]1)=[O:19])([CH3:16])([CH3:15])[CH3:14], predict the reaction product. The product is: [C:13]([O:17][C:18]([N:20]1[CH2:25][CH2:24][CH:23]([C:26]([C:8]2[CH:7]=[CH:6][C:5]3[O:1][CH2:2][CH2:3][C:4]=3[CH:9]=2)=[O:27])[CH2:22][CH2:21]1)=[O:19])([CH3:16])([CH3:15])[CH3:14].